Dataset: Catalyst prediction with 721,799 reactions and 888 catalyst types from USPTO. Task: Predict which catalyst facilitates the given reaction. Reactant: CO.[CH:3]1([O:6][C:7]2[CH:16]=[C:15]3[C:10]([C:11]([CH3:45])=[CH:12][C:13](=[O:44])[N:14]3[CH2:17][CH2:18][N:19]3[CH2:24][CH2:23][CH:22]([N:25]([CH2:33][C:34]4[CH:43]=[CH:42][C:37]5[O:38][CH2:39][CH2:40][O:41][C:36]=5[CH:35]=4)C(=O)OC(C)(C)C)[CH2:21][CH2:20]3)=[CH:9][CH:8]=2)[CH2:5][CH2:4]1.[ClH:46].C(OCC)(=O)C. Product: [ClH:46].[CH:3]1([O:6][C:7]2[CH:16]=[C:15]3[C:10]([C:11]([CH3:45])=[CH:12][C:13](=[O:44])[N:14]3[CH2:17][CH2:18][N:19]3[CH2:20][CH2:21][CH:22]([NH:25][CH2:33][C:34]4[CH:43]=[CH:42][C:37]5[O:38][CH2:39][CH2:40][O:41][C:36]=5[CH:35]=4)[CH2:23][CH2:24]3)=[CH:9][CH:8]=2)[CH2:4][CH2:5]1. The catalyst class is: 13.